The task is: Predict which catalyst facilitates the given reaction.. This data is from Catalyst prediction with 721,799 reactions and 888 catalyst types from USPTO. (1) Reactant: [Br:1][C:2]1[N:3]=[C:4]([C:7]2(O)[CH2:12][CH2:11][N:10]([C:13]([O:15][C:16]([CH3:19])([CH3:18])[CH3:17])=[O:14])[CH2:9][CH2:8]2)[S:5][CH:6]=1.C(N(S(F)(F)[F:27])CC)C. Product: [Br:1][C:2]1[N:3]=[C:4]([C:7]2([F:27])[CH2:12][CH2:11][N:10]([C:13]([O:15][C:16]([CH3:19])([CH3:18])[CH3:17])=[O:14])[CH2:9][CH2:8]2)[S:5][CH:6]=1. The catalyst class is: 4. (2) Reactant: I[C:2]1[CH:7]=[CH:6][C:5]([S:8]([N:11]2[CH2:16][CH2:15][O:14][CH2:13][CH2:12]2)(=[O:10])=[O:9])=[CH:4][CH:3]=1.[B:17](OC(C)C)([O:22]C(C)C)[O:18]C(C)C.[Li]CCCC.Cl. Product: [N:11]1([S:8]([C:5]2[CH:6]=[CH:7][C:2]([B:17]([OH:22])[OH:18])=[CH:3][CH:4]=2)(=[O:10])=[O:9])[CH2:16][CH2:15][O:14][CH2:13][CH2:12]1. The catalyst class is: 134. (3) Reactant: [F:1][C:2]1[CH:3]=[C:4]([C:8]2[CH:9]=[C:10]([CH3:33])[C:11]([CH3:32])=[C:12]([CH2:14][NH:15][C:16]3[C:17]([CH3:31])=[C:18]([CH:27]=[CH:28][C:29]=3[CH3:30])[O:19][CH2:20][C:21]([O:23]C(C)C)=[O:22])[CH:13]=2)[CH:5]=[CH:6][CH:7]=1.[OH-].[Na+]. Product: [F:1][C:2]1[CH:3]=[C:4]([C:8]2[CH:9]=[C:10]([CH3:33])[C:11]([CH3:32])=[C:12]([CH2:14][NH:15][C:16]3[C:17]([CH3:31])=[C:18]([CH:27]=[CH:28][C:29]=3[CH3:30])[O:19][CH2:20][C:21]([OH:23])=[O:22])[CH:13]=2)[CH:5]=[CH:6][CH:7]=1. The catalyst class is: 36. (4) Reactant: C1(P(C2C=CC=CC=2)C2C=CC=CC=2)C=CC=CC=1.[N:20]([CH:23]([C:31]1[CH:36]=[CH:35][CH:34]=[C:33]([Cl:37])[CH:32]=1)[CH2:24][C:25]1[O:29][N:28]=[C:27]([CH3:30])[CH:26]=1)=[N+]=[N-].O. Product: [Cl:37][C:33]1[CH:32]=[C:31]([CH:23]([NH2:20])[CH2:24][C:25]2[O:29][N:28]=[C:27]([CH3:30])[CH:26]=2)[CH:36]=[CH:35][CH:34]=1. The catalyst class is: 56. (5) Reactant: Cl[CH:2]([C:7]([CH3:9])=O)[C:3]([O:5][CH3:6])=[O:4].[NH2:10][C:11]([NH2:13])=[O:12]. Product: [NH2:13][C:11]1[O:12][C:2]([C:3]([O:5][CH3:6])=[O:4])=[C:7]([CH3:9])[N:10]=1. The catalyst class is: 5.